Dataset: Full USPTO retrosynthesis dataset with 1.9M reactions from patents (1976-2016). Task: Predict the reactants needed to synthesize the given product. (1) Given the product [Cl:14][C:15]1[CH:16]=[C:17]([F:25])[C:18]([O:23][CH3:24])=[C:19]([CH:20]=[N:1][C:2]2[CH:11]=[C:10]([F:12])[CH:9]=[C:8]3[C:3]=2[CH:4]=[CH:5][C:6](=[O:13])[NH:7]3)[CH:22]=1, predict the reactants needed to synthesize it. The reactants are: [NH2:1][C:2]1[CH:11]=[C:10]([F:12])[CH:9]=[C:8]2[C:3]=1[CH:4]=[CH:5][C:6](=[O:13])[NH:7]2.[Cl:14][C:15]1[CH:16]=[C:17]([F:25])[C:18]([O:23][CH3:24])=[C:19]([CH:22]=1)[CH:20]=O.C(O)(=O)C.[F-].[NH4+]. (2) Given the product [Cl:24][C:25]1[CH:30]=[CH:29][C:28]([S:31]([N:4]([CH:5]([C:9]2[CH:14]=[CH:13][CH:12]=[CH:11][CH:10]=2)[C:6]([NH2:8])=[O:7])[CH2:3][C:2]([CH3:16])([CH3:15])[CH3:1])(=[O:33])=[O:32])=[CH:27][CH:26]=1, predict the reactants needed to synthesize it. The reactants are: [CH3:1][C:2]([CH3:16])([CH3:15])[CH2:3][NH:4][C@H:5]([C:9]1[CH:14]=[CH:13][CH:12]=[CH:11][CH:10]=1)[C:6]([NH2:8])=[O:7].C(N(CC)CC)C.[Cl:24][C:25]1[CH:30]=[CH:29][C:28]([S:31](Cl)(=[O:33])=[O:32])=[CH:27][CH:26]=1.